Binary Classification. Given a miRNA mature sequence and a target amino acid sequence, predict their likelihood of interaction. From a dataset of Experimentally validated miRNA-target interactions with 360,000+ pairs, plus equal number of negative samples. (1) The miRNA is ath-miR167b with sequence UGAAGCUGCCAGCAUGAUCUA. The protein sequence of the target gene is MTVDDPKGMKDQLDQKPNGKTAKGFVSSWRWYPAAVTLGVLCLGLLVTVILLILQLSQVSDLIKKQQANITHQEDILEGQILAQRRSEKSAQESQKELKEMIETLAHKLDEKSKKLMELHRQNLNLQEVLKEAANYSGPCPQDWLWHEENCYQFSSGSFNWEKSQENCLSLDAHLLKINSTDELEFIQQMIAHSSFPFWMGLSMRKPNYSWLWEDGTPLTPHLFRIQGAVSRMYPSGTCAYIQRGTVFAENCILTAFSICQKKANLLRAQ. Result: 0 (no interaction). (2) The miRNA is mmu-miR-338-5p with sequence AACAAUAUCCUGGUGCUGAGUG. The protein sequence of the target gene is MAASSLEQKLSRLEAKLKQENREARRRIDLNLDISPQRPRPIIVITLSPAPAPSQRAALQLPLANDGGSRSPSSESSPQHPTPPTRPRHMLGLPSTLFTPRSMESIEIDQKLQEIMKQTGYLTIGGQRYQAEINDLENLGEMGSGTCGQVWKMRFRKTGHIIAVKQMRRSGNKEENKRILMDLDVVLKSHDCPYIVQCFGTFITNTDVFIAMELMGTCAEKLKKRMQGPIPERILGKMTVAIVKALYYLKEKHGVIHRDVKPSNILLDERGQIKLCDFGISGRLVDSKAKTRSAGCAAYM.... Result: 1 (interaction).